Dataset: Forward reaction prediction with 1.9M reactions from USPTO patents (1976-2016). Task: Predict the product of the given reaction. (1) Given the reactants C(OC([N:8]1[CH2:12][CH2:11][C@@H:10]([NH:13][C:14]2[C:15]3[C:30]([O:31][CH3:32])=[CH:29][N:28]=[CH:27][C:16]=3[N:17]=[C:18]([C:20]3[CH:25]=[CH:24][N:23]=[C:22](Cl)[CH:21]=3)[N:19]=2)[CH2:9]1)=O)(C)(C)C.[CH3:33][N:34]1[CH2:39][CH2:38][N:37]([C:40]2[N:45]=[CH:44][C:43]([NH2:46])=[CH:42][CH:41]=2)[CH2:36][CH2:35]1, predict the reaction product. The product is: [CH3:32][O:31][C:30]1[C:15]2[C:14]([NH:13][C@@H:10]3[CH2:11][CH2:12][NH:8][CH2:9]3)=[N:19][C:18]([C:20]3[CH:25]=[CH:24][N:23]=[C:22]([NH:46][C:43]4[CH:44]=[N:45][C:40]([N:37]5[CH2:38][CH2:39][N:34]([CH3:33])[CH2:35][CH2:36]5)=[CH:41][CH:42]=4)[CH:21]=3)=[N:17][C:16]=2[CH:27]=[N:28][CH:29]=1. (2) Given the reactants [Cl:1][C:2]1[CH:17]=[C:16]([N:18]2[CH2:22][CH2:21][C:20]([C:27]3[CH:32]=[C:31]([Cl:33])[CH:30]=[C:29]([Cl:34])[CH:28]=3)([C:23]([F:26])([F:25])[F:24])[CH2:19]2)[CH:15]=[CH:14][C:3]=1[C:4]([NH:6][CH2:7][C:8]1[CH:13]=[CH:12][CH:11]=[CH:10][N:9]=1)=O.COC1C=CC(P2(SP(C3C=CC(OC)=CC=3)(=S)S2)=[S:44])=CC=1, predict the reaction product. The product is: [Cl:1][C:2]1[CH:17]=[C:16]([N:18]2[CH2:22][CH2:21][C:20]([C:27]3[CH:32]=[C:31]([Cl:33])[CH:30]=[C:29]([Cl:34])[CH:28]=3)([C:23]([F:26])([F:25])[F:24])[CH2:19]2)[CH:15]=[CH:14][C:3]=1[C:4](=[S:44])[NH:6][CH2:7][C:8]1[CH:13]=[CH:12][CH:11]=[CH:10][N:9]=1. (3) Given the reactants Cl[C:2]1[CH:3]=[CH:4][C:5]2[N:6]([C:8]([C:11]3[S:15][C:14]4[C:16]([CH3:20])=[CH:17][CH:18]=[CH:19][C:13]=4[CH:12]=3)=[CH:9][N:10]=2)[N:7]=1.CC1(C)C2C(=C(P(C3C=CC=CC=3)C3C=CC=CC=3)C=CC=2)OC2C(P(C3C=CC=CC=3)C3C=CC=CC=3)=CC=CC1=2.C(=O)([O-])[O-].[K+].[K+].[CH3:69][O:70][C:71]1[CH:72]=[C:73]([CH:75]=[CH:76][C:77]=1[O:78][CH3:79])[NH2:74], predict the reaction product. The product is: [CH3:69][O:70][C:71]1[CH:72]=[C:73]([NH:74][C:2]2[CH:3]=[CH:4][C:5]3[N:6]([C:8]([C:11]4[S:15][C:14]5[C:16]([CH3:20])=[CH:17][CH:18]=[CH:19][C:13]=5[CH:12]=4)=[CH:9][N:10]=3)[N:7]=2)[CH:75]=[CH:76][C:77]=1[O:78][CH3:79].